From a dataset of Full USPTO retrosynthesis dataset with 1.9M reactions from patents (1976-2016). Predict the reactants needed to synthesize the given product. (1) The reactants are: [CH2:1]([O:3][C:4]1[N:11]=[C:10]([CH:12]=[O:13])[C:9]([N+:14]([O-:16])=[O:15])=[CH:8][C:5]=1[C:6]#[N:7])[CH3:2].CC(=CC)C.Cl([O-])=[O:23].[Na+].O.P([O-])(O)(O)=O.[Na+].Cl. Given the product [C:6]([C:5]1[CH:8]=[C:9]([N+:14]([O-:16])=[O:15])[C:10]([C:12]([OH:23])=[O:13])=[N:11][C:4]=1[O:3][CH2:1][CH3:2])#[N:7], predict the reactants needed to synthesize it. (2) Given the product [CH3:45][N:38]([CH2:37][C:35]1[S:36][C:31]2[C:30]([N:46]3[CH2:51][CH2:50][O:49][CH2:48][CH2:47]3)=[N:29][C:28]([C:60]3[CH:61]=[N:62][C:63]([NH2:66])=[N:64][CH:65]=3)=[N:33][C:32]=2[CH:34]=1)[CH:39]1[CH2:43][CH2:42][N:41]([CH3:44])[CH2:40]1, predict the reactants needed to synthesize it. The reactants are: ClC1N=C(N2CCOCC2)C2SC(C=O)=CC=2N=1.CN(C1CNCC1)C.Cl[C:28]1[N:29]=[C:30]([N:46]2[CH2:51][CH2:50][O:49][CH2:48][CH2:47]2)[C:31]2[S:36][C:35]([CH2:37][N:38]([CH3:45])[CH:39]3[CH2:43][CH2:42][N:41]([CH3:44])[CH2:40]3)=[CH:34][C:32]=2[N:33]=1.CC1(C)C(C)(C)OB([C:60]2[CH:61]=[N:62][C:63]([NH2:66])=[N:64][CH:65]=2)O1.